From a dataset of Forward reaction prediction with 1.9M reactions from USPTO patents (1976-2016). Predict the product of the given reaction. (1) Given the reactants [CH2:1]([C@H:8]1[C@H:16]([CH3:17])[O:15][C:14](=[O:18])[C@@H:13]([NH:19]C(=O)OCC2C=CC=CC=2)[CH2:12][O:11][CH2:10][C@@H:9]1[CH2:30][CH2:31][CH:32]([CH3:34])[CH3:33])[C:2]1[CH:7]=[CH:6][CH:5]=[CH:4][CH:3]=1, predict the reaction product. The product is: [NH2:19][C@H:13]1[CH2:12][O:11][CH2:10][C@H:9]([CH2:30][CH2:31][CH:32]([CH3:34])[CH3:33])[C@@H:8]([CH2:1][C:2]2[CH:3]=[CH:4][CH:5]=[CH:6][CH:7]=2)[C@H:16]([CH3:17])[O:15][C:14]1=[O:18]. (2) Given the reactants [CH3:1][C:2]([CH3:9])([CH2:5][N:6]([CH3:8])[CH3:7])[CH:3]=O.CC(N)C.[NH2:14][CH2:15][CH2:16][CH2:17][Si:18]([O:25][CH2:26][CH3:27])([O:22][CH2:23][CH3:24])[O:19][CH2:20][CH3:21], predict the reaction product. The product is: [CH3:1][C:2]([CH3:9])([CH2:5][N:6]([CH3:8])[CH3:7])[CH:3]=[N:14][CH2:15][CH2:16][CH2:17][Si:18]([O:25][CH2:26][CH3:27])([O:19][CH2:20][CH3:21])[O:22][CH2:23][CH3:24]. (3) Given the reactants [H-].[Na+].C(OC(N[C:11]1[S:15][C:14]([C:16]([N:18]([CH3:30])[CH2:19][CH2:20][N:21]([CH3:29])[C:22](=[O:28])[O:23][C:24]([CH3:27])([CH3:26])[CH3:25])=[O:17])=[C:13]([CH3:31])[CH:12]=1)=O)(C)(C)C.CI, predict the reaction product. The product is: [C:24]([O:23][C:22]([N:21]([CH3:29])[CH2:20][CH2:19][N:18]([CH3:30])[C:16]([C:14]1[S:15][C:11]([CH2:20][NH:21][C:22](=[O:28])[O:23][C:24]([CH3:27])([CH3:26])[CH3:25])=[CH:12][C:13]=1[CH3:31])=[O:17])=[O:28])([CH3:25])([CH3:26])[CH3:27]. (4) Given the reactants [F:1][C:2]1[C:7]([NH:8][C:9](=O)[C:10]2[CH:15]=[C:14]([CH3:16])[CH:13]=[C:12]([C:17]3[CH:22]=[CH:21][CH:20]=[C:19]([F:23])[CH:18]=3)[CH:11]=2)=[C:6]([CH3:25])[C:5]([OH:26])=[CH:4][CH:3]=1, predict the reaction product. The product is: [F:1][C:2]1[CH:3]=[CH:4][C:5]([OH:26])=[C:6]([CH3:25])[C:7]=1[NH:8][CH2:9][C:10]1[CH:15]=[C:14]([CH3:16])[CH:13]=[C:12]([C:17]2[CH:22]=[CH:21][CH:20]=[C:19]([F:23])[CH:18]=2)[CH:11]=1. (5) Given the reactants [F:1][C:2]1[CH:7]=[CH:6][C:5]([C:8]2[C:12]([CH2:13][O:14][C:15]3[CH:23]=[CH:22][C:18]([C:19]([OH:21])=O)=[CH:17][N:16]=3)=[C:11]([CH3:24])[O:10][N:9]=2)=[CH:4][CH:3]=1.F[B-](F)(F)F.N1(OC(N(C)C)=[N+](C)C)C2C=CC=CC=2N=N1.C(N(CC)C(C)C)(C)C.[NH2:56][CH:57]1[CH2:62][CH2:61][O:60][CH2:59][CH2:58]1, predict the reaction product. The product is: [F:1][C:2]1[CH:3]=[CH:4][C:5]([C:8]2[C:12]([CH2:13][O:14][C:15]3[CH:23]=[CH:22][C:18]([C:19]([NH:56][CH:57]4[CH2:62][CH2:61][O:60][CH2:59][CH2:58]4)=[O:21])=[CH:17][N:16]=3)=[C:11]([CH3:24])[O:10][N:9]=2)=[CH:6][CH:7]=1. (6) Given the reactants [N:1]1([C:7]2[CH:12]=[CH:11][C:10]([C:13]([N:15]3[C:21]4[CH:22]=[CH:23][CH:24]=[CH:25][C:20]=4[CH2:19][N:18]4[CH:26]=[CH:27][CH:28]=[C:17]4[CH2:16]3)=[O:14])=[CH:9][C:8]=2[S:29]([NH2:32])(=[O:31])=[O:30])[CH2:6][CH2:5][O:4][CH2:3][CH2:2]1.[Cl:33][C:34]([Cl:39])([Cl:38])[C:35](Cl)=[O:36].O, predict the reaction product. The product is: [N:1]1([C:7]2[CH:12]=[CH:11][C:10]([C:13]([N:15]3[C:21]4[CH:22]=[CH:23][CH:24]=[CH:25][C:20]=4[CH2:19][N:18]4[C:26]([C:35](=[O:36])[C:34]([Cl:39])([Cl:38])[Cl:33])=[CH:27][CH:28]=[C:17]4[CH2:16]3)=[O:14])=[CH:9][C:8]=2[S:29]([NH2:32])(=[O:30])=[O:31])[CH2:2][CH2:3][O:4][CH2:5][CH2:6]1. (7) Given the reactants Br[C:2]1[C:6]2[CH2:7][N:8]([C:11]([O:13][C:14]([CH3:17])([CH3:16])[CH3:15])=[O:12])[CH2:9][CH2:10][C:5]=2[N:4]([CH:18]2[CH2:23][CH2:22][O:21][CH2:20][CH2:19]2)[N:3]=1.C1(P(C2CCCCC2)C2C=CC=CC=2C2C(OC(C)C)=CC=CC=2OC(C)C)CCCCC1.[F:57][CH:58]([F:69])[C:59]1[CH:68]=[C:67]2[C:62]([CH2:63][CH2:64][CH2:65][NH:66]2)=[CH:61][CH:60]=1.C(O[Na])(C)(C)C, predict the reaction product. The product is: [F:69][CH:58]([F:57])[C:59]1[CH:68]=[C:67]2[C:62]([CH2:63][CH2:64][CH2:65][N:66]2[C:2]2[C:6]3[CH2:7][N:8]([C:11]([O:13][C:14]([CH3:17])([CH3:16])[CH3:15])=[O:12])[CH2:9][CH2:10][C:5]=3[N:4]([CH:18]3[CH2:23][CH2:22][O:21][CH2:20][CH2:19]3)[N:3]=2)=[CH:61][CH:60]=1. (8) Given the reactants [CH3:13][C:12]([O:11][C:9](O[C:9]([O:11][C:12]([CH3:15])([CH3:14])[CH3:13])=[O:10])=[O:10])([CH3:15])[CH3:14].[Cl:16][C:17]1[CH:25]=[CH:24][C:23]2[N:22]([CH2:26][C:27]([O:29][CH2:30][CH3:31])=[O:28])[C@H:21]3[CH2:32][CH2:33][NH:34][CH2:35][CH2:36][C@H:20]3[C:19]=2[C:18]=1[Cl:37].[OH-].[Na+], predict the reaction product. The product is: [Cl:16][C:17]1[CH:25]=[CH:24][C:23]2[N:22]([CH2:26][C:27]([O:29][CH2:30][CH3:31])=[O:28])[C@H:21]3[CH2:32][CH2:33][N:34]([C:9]([O:11][C:12]([CH3:13])([CH3:14])[CH3:15])=[O:10])[CH2:35][CH2:36][C@H:20]3[C:19]=2[C:18]=1[Cl:37]. (9) Given the reactants O[CH2:2][C@H:3]([CH2:7][C:8]1[CH:13]=[CH:12][C:11]2[O:14][CH2:15][O:16][C:10]=2[CH:9]=1)[C:4]([OH:6])=[O:5].CS(Cl)(=O)=O, predict the reaction product. The product is: [CH2:15]1[O:14][C:11]2[CH:12]=[CH:13][C:8]([CH2:7][C@H:3]3[CH2:2][O:5][C:4]3=[O:6])=[CH:9][C:10]=2[O:16]1. (10) Given the reactants Cl[C:2]1[CH:7]=[C:6]([C:8]([F:11])([F:10])[F:9])[N:5]=[C:4]([C:12]2[CH:13]=[N:14][CH:15]=[CH:16][CH:17]=2)[N:3]=1.[NH2:18][C:19]1[N:24]=[C:23]([O:25][CH3:26])[CH:22]=[C:21]([O:27][CH3:28])[N:20]=1, predict the reaction product. The product is: [CH3:28][O:27][C:21]1[CH:22]=[C:23]([O:25][CH3:26])[N:24]=[C:19]([NH:18][C:2]2[CH:7]=[C:6]([C:8]([F:11])([F:10])[F:9])[N:5]=[C:4]([C:12]3[CH:13]=[N:14][CH:15]=[CH:16][CH:17]=3)[N:3]=2)[N:20]=1.